From a dataset of Catalyst prediction with 721,799 reactions and 888 catalyst types from USPTO. Predict which catalyst facilitates the given reaction. (1) Reactant: C([O:3][C:4](=[O:34])[C:5]([O:8][C:9]1[CH:14]=[CH:13][C:12]([NH:15][CH2:16][CH2:17][CH2:18][N:19]2[C:24](=[O:25])[C:23]3[N:26]([CH3:32])[N:27]=[C:28]([CH2:29][CH2:30][CH3:31])[C:22]=3[N:21]=[C:20]2[CH3:33])=[CH:11][CH:10]=1)([CH3:7])[CH3:6])C.C(=O)([O-])[O-].[Na+].[Na+]. Product: [CH3:32][N:26]1[C:23]2[C:24](=[O:25])[N:19]([CH2:18][CH2:17][CH2:16][NH:15][C:12]3[CH:13]=[CH:14][C:9]([O:8][C:5]([CH3:6])([CH3:7])[C:4]([OH:34])=[O:3])=[CH:10][CH:11]=3)[C:20]([CH3:33])=[N:21][C:22]=2[C:28]([CH2:29][CH2:30][CH3:31])=[N:27]1. The catalyst class is: 5. (2) Reactant: CS([O:5][CH2:6][C:7]1[C:8]([CH3:33])=[N:9][C:10]([CH2:29][CH:30]([CH3:32])[CH3:31])=[C:11]([CH2:20][NH:21][C:22]([O:24][C:25]([CH3:28])([CH3:27])[CH3:26])=[O:23])[C:12]=1[C:13]1[CH:18]=[CH:17][C:16]([CH3:19])=[CH:15][CH:14]=1)(=O)=O.[CH2:34](O)[CH2:35][CH2:36][OH:37].[H-].[Na+].Cl. Product: [OH:37][CH2:36][CH2:35][CH2:34][O:5][CH2:6][C:7]1[C:12]([C:13]2[CH:18]=[CH:17][C:16]([CH3:19])=[CH:15][CH:14]=2)=[C:11]([CH2:20][NH:21][C:22](=[O:23])[O:24][C:25]([CH3:28])([CH3:27])[CH3:26])[C:10]([CH2:29][CH:30]([CH3:32])[CH3:31])=[N:9][C:8]=1[CH3:33]. The catalyst class is: 362. (3) Reactant: [CH3:1][C@@H:2]([OH:6])[C@H:3]([OH:5])[CH3:4].[Cl:7][C:8]1[CH:13]=[C:12](Cl)[N:11]=[C:10]([S:15][CH2:16][C:17]2[CH:22]=[CH:21][CH:20]=[C:19]([F:23])[C:18]=2[F:24])[N:9]=1.[H-].[Na+]. Product: [Cl:7][C:8]1[N:9]=[C:10]([S:15][CH2:16][C:17]2[CH:22]=[CH:21][CH:20]=[C:19]([F:23])[C:18]=2[F:24])[N:11]=[C:12]([O:5][C@H:3]([CH3:4])[C@H:2]([OH:6])[CH3:1])[CH:13]=1. The catalyst class is: 7. (4) Reactant: F[C:2]1[CH:7]=[CH:6][N:5]=[C:4]([C:8]2[CH:13]=[C:12]([N:14]3[CH2:19][CH2:18][CH2:17][CH2:16][CH2:15]3)[CH:11]=[CH:10][C:9]=2[N+:20]([O-:22])=[O:21])[CH:3]=1.[F:23][C:24]([F:34])([F:33])[C:25]1[CH:26]=[C:27]([CH:30]=[CH:31][CH:32]=1)[CH2:28][NH2:29].C(=O)([O-])[O-].[K+].[K+]. The catalyst class is: 35. Product: [N+:20]([C:9]1[CH:10]=[CH:11][C:12]([N:14]2[CH2:19][CH2:18][CH2:17][CH2:16][CH2:15]2)=[CH:13][C:8]=1[C:4]1[CH:3]=[C:2]([NH:29][CH2:28][C:27]2[CH:30]=[CH:31][CH:32]=[C:25]([C:24]([F:23])([F:33])[F:34])[CH:26]=2)[CH:7]=[CH:6][N:5]=1)([O-:22])=[O:21]. (5) Reactant: Br[C:2]1[S:6][C:5]([C:7]([OH:9])=[O:8])=[CH:4][CH:3]=1.C([O-])([O-])=O.[K+].[K+].CC1(C)COB([C:23]2[N:27]([CH3:28])[N:26]=[CH:25][CH:24]=2)OC1. Product: [CH3:28][N:27]1[C:23]([C:2]2[S:6][C:5]([C:7]([OH:9])=[O:8])=[CH:4][CH:3]=2)=[CH:24][CH:25]=[N:26]1. The catalyst class is: 70. (6) The catalyst class is: 8. Product: [ClH:28].[CH:25]1[C:26]2[C:21](=[CH:20][C:19]3[C:14]([C:13]=2[CH2:12][NH:11][CH2:10][CH2:9][CH2:8][NH2:7])=[CH:15][CH:16]=[CH:17][CH:18]=3)[CH:22]=[CH:23][CH:24]=1. Reactant: C(OC(=O)[NH:7][CH2:8][CH2:9][CH2:10][NH:11][CH2:12][C:13]1[C:14]2[C:19]([CH:20]=[C:21]3[C:26]=1[CH:25]=[CH:24][CH:23]=[CH:22]3)=[CH:18][CH:17]=[CH:16][CH:15]=2)(C)(C)C.[ClH:28]. (7) Reactant: [CH:1]([C:4]1[CH:5]=[C:6]([OH:10])[CH:7]=[CH:8][CH:9]=1)([CH3:3])[CH3:2].[Cl:11][C:12]1[C:17]([N+:18]([O-:20])=[O:19])=[CH:16][C:15]([CH3:21])=[C:14](F)[CH:13]=1.C(=O)([O-])[O-].[K+].[K+]. Product: [CH:1]([C:4]1[CH:5]=[C:6]([CH:7]=[CH:8][CH:9]=1)[O:10][C:14]1[C:15]([CH3:21])=[CH:16][C:17]([N+:18]([O-:20])=[O:19])=[C:12]([Cl:11])[CH:13]=1)([CH3:3])[CH3:2]. The catalyst class is: 9. (8) Reactant: [H-].[Al+3].[Li+].[H-].[H-].[H-].[NH2:7][C:8]1[N:16]=[CH:15][CH:14]=[CH:13][C:9]=1[C:10](O)=[O:11].O.O.O.O.O.O.O.O.O.O.S([O-])([O-])(=O)=O.[Na+].[Na+]. Product: [NH2:7][C:8]1[C:9]([CH2:10][OH:11])=[CH:13][CH:14]=[CH:15][N:16]=1. The catalyst class is: 7.